Dataset: NCI-60 drug combinations with 297,098 pairs across 59 cell lines. Task: Regression. Given two drug SMILES strings and cell line genomic features, predict the synergy score measuring deviation from expected non-interaction effect. (1) Drug 1: CC12CCC3C(C1CCC2=O)CC(=C)C4=CC(=O)C=CC34C. Drug 2: C1C(C(OC1N2C=NC3=C(N=C(N=C32)Cl)N)CO)O. Cell line: HOP-62. Synergy scores: CSS=49.2, Synergy_ZIP=-0.330, Synergy_Bliss=2.00, Synergy_Loewe=-3.25, Synergy_HSA=1.36. (2) Drug 1: COC1=C(C=C2C(=C1)N=CN=C2NC3=CC(=C(C=C3)F)Cl)OCCCN4CCOCC4. Drug 2: C(=O)(N)NO. Cell line: OVCAR3. Synergy scores: CSS=33.8, Synergy_ZIP=-3.58, Synergy_Bliss=4.37, Synergy_Loewe=-30.1, Synergy_HSA=3.51. (3) Drug 1: C1CC(C1)(C(=O)O)C(=O)O.[NH2-].[NH2-].[Pt+2]. Drug 2: CC12CCC3C(C1CCC2OP(=O)(O)O)CCC4=C3C=CC(=C4)OC(=O)N(CCCl)CCCl.[Na+]. Cell line: A498. Synergy scores: CSS=-1.59, Synergy_ZIP=0.0159, Synergy_Bliss=-0.213, Synergy_Loewe=-2.21, Synergy_HSA=-2.16. (4) Drug 1: C1=C(C(=O)NC(=O)N1)F. Drug 2: CN1C(=O)N2C=NC(=C2N=N1)C(=O)N. Cell line: BT-549. Synergy scores: CSS=29.8, Synergy_ZIP=-0.00664, Synergy_Bliss=-2.75, Synergy_Loewe=-9.21, Synergy_HSA=-5.14. (5) Drug 1: COC1=CC(=CC(=C1O)OC)C2C3C(COC3=O)C(C4=CC5=C(C=C24)OCO5)OC6C(C(C7C(O6)COC(O7)C8=CC=CS8)O)O. Drug 2: CCCCC(=O)OCC(=O)C1(CC(C2=C(C1)C(=C3C(=C2O)C(=O)C4=C(C3=O)C=CC=C4OC)O)OC5CC(C(C(O5)C)O)NC(=O)C(F)(F)F)O. Cell line: U251. Synergy scores: CSS=44.2, Synergy_ZIP=1.79, Synergy_Bliss=1.23, Synergy_Loewe=1.50, Synergy_HSA=3.18.